Dataset: Reaction yield outcomes from USPTO patents with 853,638 reactions. Task: Predict the reaction yield, written as a fraction of the theoretical maximum amount of product (1.0 means a 100% yield; for example, 0.34 means a 34% yield). (1) The product is [Cl:1][C:2]1[CH:7]=[CH:6][C:5]([C:8]([C:11]2[N:15]([C:16]3[CH:17]=[CH:18][C:19]([F:22])=[CH:20][CH:21]=3)[C:14]([S:23][CH2:24][C:25]3[CH:39]=[CH:38][C:28]([C:29]([NH:31][CH2:32][CH2:33][S:34]([O-:37])(=[O:35])=[O:36])=[O:30])=[CH:27][C:26]=3[F:40])=[N:13][CH:12]=2)([CH3:10])[CH3:9])=[CH:4][C:3]=1[O:41][CH3:42].[Na+:54]. The reactants are [Cl:1][C:2]1[CH:7]=[CH:6][C:5]([C:8]([C:11]2[N:15]([C:16]3[CH:21]=[CH:20][C:19]([F:22])=[CH:18][CH:17]=3)[C:14]([S:23][CH2:24][C:25]3[CH:39]=[CH:38][C:28]([C:29]([NH:31][CH2:32][CH2:33][S:34]([O-:37])(=[O:36])=[O:35])=[O:30])=[CH:27][C:26]=3[F:40])=[N:13][CH:12]=2)([CH3:10])[CH3:9])=[CH:4][C:3]=1[O:41][CH3:42].C([NH+](CC)CC)C.C([O-])(O)=O.[Na+:54]. The catalyst is O. The yield is 0.630. (2) The reactants are [CH3:1][O:2][C:3]1[C:4]2[C:17]([C:18]3[CH:23]=[CH:22][CH:21]=[CH:20][CH:19]=3)=[C:16]([C:24]3[CH:29]=[CH:28][C:27]([C:30]4([NH:34][C:35](=[O:41])[O:36][C:37]([CH3:40])([CH3:39])[CH3:38])[CH2:33][CH2:32][CH2:31]4)=[CH:26][CH:25]=3)[O:15][C:5]=2[N:6]=[C:7]([N:9]2[CH2:14][CH2:13][O:12][CH2:11][CH2:10]2)[N:8]=1.COC1C2C(C3C=CC=CC=3)=C(C3C=CC(C4(NC(=O)OC(C)(C)C)CCC4)=CC=3)OC=2N=C(S(C)(=O)=O)N=1.N1CC[C@H](O)C1. No catalyst specified. The product is [OH:12][C@H:11]1[CH2:13][CH2:14][N:9]([C:7]2[N:8]=[C:3]([O:2][CH3:1])[C:4]3[C:17]([C:18]4[CH:19]=[CH:20][CH:21]=[CH:22][CH:23]=4)=[C:16]([C:24]4[CH:29]=[CH:28][C:27]([C:30]5([NH:34][C:35](=[O:41])[O:36][C:37]([CH3:39])([CH3:40])[CH3:38])[CH2:33][CH2:32][CH2:31]5)=[CH:26][CH:25]=4)[O:15][C:5]=3[N:6]=2)[CH2:10]1. The yield is 0.540. (3) The reactants are [CH3:1][N:2]1[CH2:6][C:5]([CH3:8])([CH3:7])[CH2:4][C@H:3]1[C:9]1[N:13]2[CH:14]=[C:15]([O:18][C@H:19]3[C:28]4[C:23](=[CH:24][CH:25]=[CH:26][CH:27]=4)[C@@H:22]([NH2:29])[CH2:21][CH2:20]3)[CH:16]=[CH:17][C:12]2=[N:11][N:10]=1.ClC(Cl)(Cl)C[O:33][C:34](=O)[NH:35][C:36]1[N:37]([C:45]2[CH:50]=[CH:49][C:48]([CH3:51])=[CH:47][CH:46]=2)[N:38]=[C:39]([C:41]([CH3:44])([CH3:43])[CH3:42])[CH:40]=1.CCN(C(C)C)C(C)C.N. The catalyst is CN(C=O)C.CO.C(Cl)Cl.C(OCC)C. The product is [C:41]([C:39]1[CH:40]=[C:36]([NH:35][C:34]([NH:29][C@@H:22]2[C:23]3[C:28](=[CH:27][CH:26]=[CH:25][CH:24]=3)[C@H:19]([O:18][C:15]3[CH:16]=[CH:17][C:12]4[N:13]([C:9]([C@@H:3]5[CH2:4][C:5]([CH3:8])([CH3:7])[CH2:6][N:2]5[CH3:1])=[N:10][N:11]=4)[CH:14]=3)[CH2:20][CH2:21]2)=[O:33])[N:37]([C:45]2[CH:50]=[CH:49][C:48]([CH3:51])=[CH:47][CH:46]=2)[N:38]=1)([CH3:44])([CH3:42])[CH3:43]. The yield is 0.680. (4) The reactants are [NH2:1][C:2]1[CH:3]=[C:4]([CH:8]=[C:9]([Cl:12])[C:10]=1[NH2:11])[C:5]([O-:7])=[O:6].[C:13](C1NC=CN=1)(C1NC=CN=1)=[O:14].O1CCC[CH2:26]1. No catalyst specified. The product is [Cl:12][C:9]1[C:10]2[NH:11][C:13](=[O:14])[NH:1][C:2]=2[CH:3]=[C:4]([C:5]([O:7][CH3:26])=[O:6])[CH:8]=1. The yield is 0.820.